Dataset: Reaction yield outcomes from USPTO patents with 853,638 reactions. Task: Predict the reaction yield, written as a fraction of the theoretical maximum amount of product (1.0 means a 100% yield; for example, 0.34 means a 34% yield). (1) The reactants are [F:1][C:2]1[CH:19]=[CH:18][C:17]([C:20]2[CH:25]=[CH:24][CH:23]=[C:22]([F:26])[CH:21]=2)=[CH:16][C:3]=1[C:4]([NH:6][C:7]1[C:12]([CH3:13])=[CH:11][CH:10]=[C:9]([OH:14])[C:8]=1[CH3:15])=O. The catalyst is C1COCC1. The product is [F:1][C:2]1[CH:19]=[CH:18][C:17]([C:20]2[CH:25]=[CH:24][CH:23]=[C:22]([F:26])[CH:21]=2)=[CH:16][C:3]=1[CH2:4][NH:6][C:7]1[C:8]([CH3:15])=[C:9]([OH:14])[CH:10]=[CH:11][C:12]=1[CH3:13]. The yield is 0.890. (2) The reactants are [Cl:1][C:2]1[C:3]([C:8]2[CH:9]=[C:10]3[C:14](=[CH:15][CH:16]=2)[N:13]([CH2:17][CH3:18])[N:12]=[C:11]3[NH:19][C:20]([NH2:22])=[S:21])=[N:4][CH:5]=[CH:6][CH:7]=1.Br[CH2:24][CH:25](OCC)OCC.C(=O)([O-])O.[Na+]. The catalyst is C(O)C.C(OCC)(=O)C.O1CCCC1. The product is [Cl:1][C:2]1[C:3]([C:8]2[CH:9]=[C:10]3[C:14](=[CH:15][CH:16]=2)[N:13]([CH2:17][CH3:18])[N:12]=[C:11]3[NH:19][C:20]2[S:21][CH:24]=[CH:25][N:22]=2)=[N:4][CH:5]=[CH:6][CH:7]=1. The yield is 0.620. (3) The reactants are Cl.[C:2]([O:6][C:7](=[O:39])[CH2:8][C:9](=[O:38])[C:10]([CH3:37])([CH3:36])[C:11](=[O:35])[CH:12]([CH3:34])[CH:13]([O:25][C:26]([O:28][CH2:29][C:30]([Cl:33])([Cl:32])[Cl:31])=[O:27])[CH:14]([CH3:24])[CH2:15][O:16][CH2:17][C:18]1[CH:23]=[CH:22][CH:21]=[CH:20][CH:19]=1)([CH3:5])([CH3:4])[CH3:3]. The catalyst is CO. The product is [C:2]([O:6][C:7](=[O:39])[CH2:8][CH:9]([OH:38])[C:10]([CH3:37])([CH3:36])[C:11](=[O:35])[CH:12]([CH3:34])[CH:13]([O:25][C:26]([O:28][CH2:29][C:30]([Cl:32])([Cl:31])[Cl:33])=[O:27])[CH:14]([CH3:24])[CH2:15][O:16][CH2:17][C:18]1[CH:19]=[CH:20][CH:21]=[CH:22][CH:23]=1)([CH3:3])([CH3:5])[CH3:4]. The yield is 0.800. (4) The reactants are [N+:1]([C:4]1[CH:9]=[CH:8][CH:7]=[CH:6][C:5]=1Cl)([O-:3])=[O:2].[NH:11]1[CH2:16][CH2:15][O:14][CH2:13][CH2:12]1.CC([O-])(C)C.[Na+].C(Cl)(Cl)Cl. The catalyst is C1(C)C=CC=CC=1.C1C=CC(/C=C/C(/C=C/C2C=CC=CC=2)=O)=CC=1.C1C=CC(/C=C/C(/C=C/C2C=CC=CC=2)=O)=CC=1.C1C=CC(/C=C/C(/C=C/C2C=CC=CC=2)=O)=CC=1.[Pd].[Pd].C1(P(C2C=CC=CC=2)C2[C-](N(C)C)C=CC=2)C=CC=CC=1.[CH-]1C=CC=C1.[Fe+2]. The product is [N+:1]([C:4]1[CH:9]=[CH:8][CH:7]=[CH:6][C:5]=1[N:11]1[CH2:16][CH2:15][O:14][CH2:13][CH2:12]1)([O-:3])=[O:2]. The yield is 0.430. (5) The reactants are [CH3:1][C:2]([C:5]1[C:10]([C:11]2[CH:16]=[C:15]([O:17][CH3:18])[CH:14]=[CH:13][C:12]=2[F:19])=[CH:9][C:8]([CH2:20][O:21][C:22]2[CH:27]=[CH:26][C:25]([C@@H:28]([CH:35]=[CH2:36])[CH2:29][C:30]([O:32]CC)=[O:31])=[CH:24][CH:23]=2)=[CH:7][CH:6]=1)([CH3:4])[CH3:3].[Li+].[OH-]. The catalyst is C1COCC1.CO. The product is [CH3:4][C:2]([C:5]1[C:10]([C:11]2[CH:16]=[C:15]([O:17][CH3:18])[CH:14]=[CH:13][C:12]=2[F:19])=[CH:9][C:8]([CH2:20][O:21][C:22]2[CH:23]=[CH:24][C:25]([C@@H:28]([CH:35]=[CH2:36])[CH2:29][C:30]([OH:32])=[O:31])=[CH:26][CH:27]=2)=[CH:7][CH:6]=1)([CH3:1])[CH3:3]. The yield is 0.580. (6) The reactants are Cl[C:2]1[N:10]=[C:9](Cl)[CH:8]=[CH:7][C:3]=1[C:4]([NH2:6])=[O:5].[O:12]([C:19]1[CH:24]=[CH:23][C:22]([OH:25])=[CH:21][CH:20]=1)[C:13]1[CH:18]=[CH:17][CH:16]=[CH:15][CH:14]=1.C(O[C:31]([NH:33][CH2:34][C:35]1[S:39][C:38](B(O)O)=[CH:37][CH:36]=1)=[O:32])(C)(C)C.[C:43](Cl)(=O)[CH:44]=C. No catalyst specified. The product is [C:31]([NH:33][CH2:34][C:35]1[S:39][C:38]([C:9]2[CH:8]=[CH:7][C:3]([C:4]([NH2:6])=[O:5])=[C:2]([O:25][C:22]3[CH:21]=[CH:20][C:19]([O:12][C:13]4[CH:18]=[CH:17][CH:16]=[CH:15][CH:14]=4)=[CH:24][CH:23]=3)[N:10]=2)=[CH:37][CH:36]=1)(=[O:32])[CH:43]=[CH2:44]. The yield is 0.620.